From a dataset of Reaction yield outcomes from USPTO patents with 853,638 reactions. Predict the reaction yield, written as a fraction of the theoretical maximum amount of product (1.0 means a 100% yield; for example, 0.34 means a 34% yield). The reactants are [CH2:1]([O:4][C@H:5]1[C:13]2[C:8](=[CH:9][C:10]([O:14][CH3:15])=[CH:11][CH:12]=2)[C@@H:7]([NH2:16])[CH2:6]1)[CH:2]=[CH2:3].[F:17][C:18]1[CH:19]=[C:20]([CH2:25][C@H:26]([NH:30][C:31](=[O:40])[O:32][CH2:33][C:34]2[CH:39]=[CH:38][CH:37]=[CH:36][CH:35]=2)[C@H:27]2[CH2:29][O:28]2)[CH:21]=[C:22]([F:24])[CH:23]=1. No catalyst specified. The product is [CH2:1]([O:4][C@H:5]1[C:13]2[C:8](=[CH:9][C:10]([O:14][CH3:15])=[CH:11][CH:12]=2)[C@@H:7]([NH:16][CH2:29][C@@H:27]([OH:28])[C@@H:26]([NH:30][C:31](=[O:40])[O:32][CH2:33][C:34]2[CH:39]=[CH:38][CH:37]=[CH:36][CH:35]=2)[CH2:25][C:20]2[CH:19]=[C:18]([F:17])[CH:23]=[C:22]([F:24])[CH:21]=2)[CH2:6]1)[CH:2]=[CH2:3]. The yield is 0.340.